Dataset: Catalyst prediction with 721,799 reactions and 888 catalyst types from USPTO. Task: Predict which catalyst facilitates the given reaction. (1) Reactant: Br[C:2]1[CH:3]=[C:4]2[C:8](=[CH:9][C:10]=1[Cl:11])[NH:7][C:6]([CH2:12][C:13]1[CH:14]=[CH:15][C:16]([CH3:23])=[C:17]([CH:22]=1)[C:18]([O:20][CH3:21])=[O:19])=[CH:5]2.CC1(C)C(C)(C)OB([C:32]2[CH:37]=[CH:36][C:35]([N:38]3[CH2:42][CH2:41][CH2:40][CH2:39]3)=[CH:34][CH:33]=2)O1.C([O-])([O-])=O.[Na+].[Na+]. Product: [Cl:11][C:10]1[CH:9]=[C:8]2[C:4]([CH:5]=[C:6]([CH2:12][C:13]3[CH:14]=[CH:15][C:16]([CH3:23])=[C:17]([CH:22]=3)[C:18]([O:20][CH3:21])=[O:19])[NH:7]2)=[CH:3][C:2]=1[C:32]1[CH:33]=[CH:34][C:35]([N:38]2[CH2:39][CH2:40][CH2:41][CH2:42]2)=[CH:36][CH:37]=1. The catalyst class is: 276. (2) Reactant: CO.C[O-].[Na+].[Cl:6][CH:7]([Cl:10])[C:8]#[N:9].Cl.[CH3:12][O:13][C:14](=[O:19])[CH:15]([CH2:17][OH:18])N. Product: [Cl:6][CH:7]([Cl:10])[C:8]1[O:18][CH2:17][CH:15]([C:14]([O:13][CH3:12])=[O:19])[N:9]=1. The catalyst class is: 46. (3) Reactant: CO[C:3](=[O:13])[C:4]1[C:9]([I:10])=[CH:8][CH:7]=[CH:6][C:5]=1[CH2:11]Br.[CH2:14]([C:18]1[CH:25]=[CH:24][C:21]([CH2:22][NH2:23])=[CH:20][CH:19]=1)[CH2:15][CH2:16][CH3:17].C([O-])([O-])=O.[K+].[K+].C(OCC)(=O)C. Product: [I:10][C:9]1[CH:8]=[CH:7][CH:6]=[C:5]2[C:4]=1[C:3](=[O:13])[N:23]([CH2:22][C:21]1[CH:24]=[CH:25][C:18]([CH2:14][CH2:15][CH2:16][CH3:17])=[CH:19][CH:20]=1)[CH2:11]2. The catalyst class is: 345. (4) Reactant: [Si:1]([O:8][C@@H:9]1[C@@:29]2([CH3:30])[C:13](=[CH:14][CH:15]=[C:16]3[C@@H:28]2[CH2:27][CH2:26][C@@:25]2([CH3:31])[C@H:17]3[CH2:18][CH:19]=[C:20]2[C:21]([OH:24])([CH3:23])[CH3:22])[CH2:12][C@@H:11]([O:32][Si:33]([C:36]([CH3:39])([CH3:38])[CH3:37])([CH3:35])[CH3:34])[CH2:10]1)([C:4]([CH3:7])([CH3:6])[CH3:5])([CH3:3])[CH3:2].[CH3:40][N:41]([CH3:46])[C:42](=[O:45])[CH:43]=[CH2:44].[H-].[Na+]. Product: [Si:1]([O:8][C@@H:9]1[C@@:29]2([CH3:30])[C:13](=[CH:14][CH:15]=[C:16]3[C@@H:28]2[CH2:27][CH2:26][C@@:25]2([CH3:31])[C@H:17]3[CH2:18][CH:19]=[C:20]2[C:21]([O:24][CH2:44][CH2:43][C:42]([N:41]([CH3:46])[CH3:40])=[O:45])([CH3:23])[CH3:22])[CH2:12][C@@H:11]([O:32][Si:33]([C:36]([CH3:39])([CH3:38])[CH3:37])([CH3:34])[CH3:35])[CH2:10]1)([C:4]([CH3:7])([CH3:6])[CH3:5])([CH3:3])[CH3:2]. The catalyst class is: 7. (5) Reactant: [CH3:1][O:2][C:3]1[CH:4]=[C:5](B(O)O)[CH:6]=[CH:7][CH:8]=1.Br[C:13]1[CH:14]=[CH:15][C:16]([F:22])=[C:17]([N+:19]([O-:21])=[O:20])[CH:18]=1.C(=O)([O-])[O-].[Na+].[Na+].C1(C)C=CC=CC=1. Product: [F:22][C:16]1[CH:15]=[CH:14][C:13]([C:5]2[CH:6]=[CH:7][CH:8]=[C:3]([O:2][CH3:1])[CH:4]=2)=[CH:18][C:17]=1[N+:19]([O-:21])=[O:20]. The catalyst class is: 257. (6) Reactant: [CH3:1][C:2]1[CH:3]=[CH:4][C:5]([S:9][C:10]2[CH:11]=[CH:12][CH:13]=[CH:14][C:15]=2[N:16]2[CH2:21][CH2:20][NH:19][CH2:18][CH2:17]2)=[C:6]([CH3:8])[CH:7]=1.[OH:22][C:23]1[C:32]2[C:27](=[CH:28][CH:29]=[CH:30][CH:31]=2)[CH:26]=[CH:25][C:24]=1[C:33]([OH:35])=[O:34]. Product: [CH3:1][C:2]1[CH:3]=[CH:4][C:5]([S:9][C:10]2[CH:11]=[CH:12][CH:13]=[CH:14][C:15]=2[N:16]2[CH2:17][CH2:18][NH:19][CH2:20][CH2:21]2)=[C:6]([CH3:8])[CH:7]=1.[OH:22][C:23]1[C:32]2[C:27](=[CH:28][CH:29]=[CH:30][CH:31]=2)[CH:26]=[CH:25][C:24]=1[C:33]([O-:35])=[O:34]. The catalyst class is: 480. (7) Reactant: [H-].C([Al+]CC(C)C)C(C)C.[CH:11]12[O:19][CH:18]1[CH2:17][CH2:16][CH:15]=[CH:14][CH2:13][CH2:12]2.CC(O)C.Cl. Product: [CH:15]1[CH2:14][CH2:13][CH2:12][CH2:11][CH:18]([OH:19])[CH2:17][CH:16]=1. The catalyst class is: 2. (8) Reactant: C[O:2][C:3](=[O:31])[C:4]1[CH:9]=[CH:8][C:7]([C:10]([CH2:28][CH3:29])([C:13]2[CH:18]=[CH:17][C:16](/[CH:19]=[CH:20]/[C:21]([CH2:25][CH3:26])([OH:24])[CH2:22][CH3:23])=[C:15]([CH3:27])[CH:14]=2)[CH2:11][CH3:12])=[CH:6][C:5]=1[CH3:30].[OH-].[K+]. Product: [CH2:11]([C:10]([C:7]1[CH:8]=[CH:9][C:4]([C:3]([OH:31])=[O:2])=[C:5]([CH3:30])[CH:6]=1)([C:13]1[CH:18]=[CH:17][C:16](/[CH:19]=[CH:20]/[C:21]([CH2:22][CH3:23])([OH:24])[CH2:25][CH3:26])=[C:15]([CH3:27])[CH:14]=1)[CH2:28][CH3:29])[CH3:12]. The catalyst class is: 92. (9) Reactant: I[C:2]1[CH:7]=[CH:6][C:5]([OH:8])=[CH:4][CH:3]=1.CCN(CC)CC.[CH3:16][O:17][C:18](=[O:44])[C@@H:19]([NH:29][C:30]([C:32]1[C:33]([CH3:43])=[N:34][C:35]([NH:39][CH2:40][C:41]#[CH:42])=[N:36][C:37]=1[CH3:38])=[O:31])[CH2:20][NH:21][C:22]([C:24]1[S:25][CH:26]=[CH:27][CH:28]=1)=[O:23]. Product: [CH3:16][O:17][C:18](=[O:44])[C@@H:19]([NH:29][C:30]([C:32]1[C:37]([CH3:38])=[N:36][C:35]([NH:39][CH2:40][C:41]#[C:42][C:2]2[CH:7]=[CH:6][C:5]([OH:8])=[CH:4][CH:3]=2)=[N:34][C:33]=1[CH3:43])=[O:31])[CH2:20][NH:21][C:22]([C:24]1[S:25][CH:26]=[CH:27][CH:28]=1)=[O:23]. The catalyst class is: 538. (10) Reactant: [C:1]([O:5][C:6]([NH:8][C:9]1([C:13]([OH:15])=O)[CH2:12][CH2:11][CH2:10]1)=[O:7])([CH3:4])([CH3:3])[CH3:2].[CH3:16][NH:17][O:18][CH3:19].CCN(C(C)C)C(C)C.CN(C(ON1N=NC2C=CC=NC1=2)=[N+](C)C)C.F[P-](F)(F)(F)(F)F. Product: [C:1]([O:5][C:6](=[O:7])[NH:8][C:9]1([C:13](=[O:15])[N:17]([O:18][CH3:19])[CH3:16])[CH2:10][CH2:11][CH2:12]1)([CH3:2])([CH3:3])[CH3:4]. The catalyst class is: 3.